This data is from Forward reaction prediction with 1.9M reactions from USPTO patents (1976-2016). The task is: Predict the product of the given reaction. (1) Given the reactants Br[C:2]1[CH:3]=[CH:4][C:5]([O:42][CH3:43])=[C:6]([CH2:8][NH:9][C:10]([C:12]2[CH:17]=[CH:16][CH:15]=[C:14]([C:18]([NH:20][CH2:21][C:22]3[C:23]([NH:35][CH:36]4[CH2:41][CH2:40][O:39][CH2:38][CH2:37]4)=[C:24]4[CH:32]=[N:31][N:30]([CH2:33][CH3:34])[C:25]4=[N:26][C:27]=3[CH2:28][CH3:29])=[O:19])[CH:13]=2)=[O:11])[CH:7]=1.[CH3:44][C@H:45]1[CH2:50][N:49]([CH2:51][C:52]2[CH:57]=[CH:56][CH:55]=[C:54](B3OC(C)(C)C(C)(C)O3)[CH:53]=2)[CH2:48][CH2:47][N:46]1C(OC(C)(C)C)=O.C([O-])([O-])=O.[Na+].[Na+].C(O)(C(F)(F)F)=O, predict the reaction product. The product is: [CH2:33]([N:30]1[C:25]2=[N:26][C:27]([CH2:28][CH3:29])=[C:22]([CH2:21][NH:20][C:18]([C:14]3[CH:15]=[CH:16][CH:17]=[C:12]([C:10]([NH:9][CH2:8][C:6]4[CH:7]=[C:2]([C:54]5[CH:55]=[CH:56][CH:57]=[C:52]([CH2:51][N:49]6[CH2:48][CH2:47][NH:46][C@@H:45]([CH3:44])[CH2:50]6)[CH:53]=5)[CH:3]=[CH:4][C:5]=4[O:42][CH3:43])=[O:11])[CH:13]=3)=[O:19])[C:23]([NH:35][CH:36]3[CH2:41][CH2:40][O:39][CH2:38][CH2:37]3)=[C:24]2[CH:32]=[N:31]1)[CH3:34]. (2) Given the reactants [OH:1][C:2]([CH3:35])([CH3:34])[CH2:3][C@@:4]1([C:28]2[CH:33]=[CH:32][CH:31]=[CH:30][CH:29]=2)[O:9][C:8](=[O:10])[N:7]([C@H:11]([C:13]2[CH:18]=[CH:17][C:16](B3OC(C)(C)C(C)(C)O3)=[CH:15][CH:14]=2)[CH3:12])[CH2:6][CH2:5]1.Br[C:37]1[CH:42]=[CH:41][N:40]([CH3:43])[C:39](=[O:44])[CH:38]=1.C([O-])([O-])=O.[Cs+].[Cs+], predict the reaction product. The product is: [OH:1][C:2]([CH3:34])([CH3:35])[CH2:3][C@@:4]1([C:28]2[CH:33]=[CH:32][CH:31]=[CH:30][CH:29]=2)[O:9][C:8](=[O:10])[N:7]([C@H:11]([C:13]2[CH:14]=[CH:15][C:16]([C:37]3[CH:42]=[CH:41][N:40]([CH3:43])[C:39](=[O:44])[CH:38]=3)=[CH:17][CH:18]=2)[CH3:12])[CH2:6][CH2:5]1. (3) Given the reactants [CH3:1][N:2]1[CH:6]=[C:5]([N+:7]([O-])=O)[CH:4]=[C:3]1[C:10]([OH:12])=[O:11].[H][H].[C:15](=O)([O-])[O-:16].[Na+].[Na+], predict the reaction product. The product is: [CH3:1][N:2]1[CH:6]=[C:5]([NH:7][CH:15]=[O:16])[CH:4]=[C:3]1[C:10]([OH:12])=[O:11]. (4) Given the reactants [O:1]1[C:5]2[CH:6]=[CH:7][CH:8]=[CH:9][C:4]=2[C:3]([S:10](Cl)(=[O:12])=[O:11])=[CH:2]1.[NH3:14], predict the reaction product. The product is: [O:1]1[C:5]2[CH:6]=[CH:7][CH:8]=[CH:9][C:4]=2[C:3]([S:10]([NH2:14])(=[O:12])=[O:11])=[CH:2]1. (5) Given the reactants [N:1]1([CH2:11][CH2:12][N:13]([CH3:15])[CH3:14])[C:10]2[C:5](=[CH:6][CH:7]=[CH:8][CH:9]=2)[CH2:4][CH2:3][CH2:2]1.OS(O)(=O)=O.[N+:21]([O-])([OH:23])=[O:22].[OH-].[Na+], predict the reaction product. The product is: [CH3:14][N:13]([CH3:15])[CH2:12][CH2:11][N:1]1[C:10]2[C:5](=[CH:6][CH:7]=[C:8]([N+:21]([O-:23])=[O:22])[CH:9]=2)[CH2:4][CH2:3][CH2:2]1. (6) Given the reactants [NH2:1][C:2]1[CH:3]=[CH:4][C:5]2[CH2:11][CH2:10][CH:9]([NH:12][CH2:13][CH2:14][OH:15])[CH2:8][CH2:7][C:6]=2[C:16]=1[O:17][CH3:18].Cl[C:20]1[N:25]=[C:24]([NH:26][C:27]2[CH:32]=[CH:31][CH:30]=[CH:29][C:28]=2[S:33]([N:36]2[CH2:40][CH2:39][CH:38]([OH:41])[CH2:37]2)(=[O:35])=[O:34])[C:23]([Cl:42])=[CH:22][N:21]=1, predict the reaction product. The product is: [Cl:42][C:23]1[C:24]([NH:26][C:27]2[CH:32]=[CH:31][CH:30]=[CH:29][C:28]=2[S:33]([N:36]2[CH2:40][CH2:39][CH:38]([OH:41])[CH2:37]2)(=[O:34])=[O:35])=[N:25][C:20]([NH:1][C:2]2[CH:3]=[CH:4][C:5]3[CH2:11][CH2:10][CH:9]([NH:12][CH2:13][CH2:14][OH:15])[CH2:8][CH2:7][C:6]=3[C:16]=2[O:17][CH3:18])=[N:21][CH:22]=1.